From a dataset of Full USPTO retrosynthesis dataset with 1.9M reactions from patents (1976-2016). Predict the reactants needed to synthesize the given product. (1) Given the product [CH:2]1([N:6]2[CH2:7][CH2:8][N:9]([C:12]([C:14]3[CH:15]=[C:16]4[C:20](=[CH:21][CH:22]=3)[NH:19][C:18]([C:23]([N:52]3[CH2:53][CH2:54][C:49]([F:55])([F:48])[CH2:50][CH2:51]3)=[O:25])=[CH:17]4)=[O:13])[CH2:10][CH2:11]2)[CH2:3][CH2:4][CH2:5]1, predict the reactants needed to synthesize it. The reactants are: Cl.[CH:2]1([N:6]2[CH2:11][CH2:10][N:9]([C:12]([C:14]3[CH:15]=[C:16]4[C:20](=[CH:21][CH:22]=3)[NH:19][C:18]([C:23]([OH:25])=O)=[CH:17]4)=[O:13])[CH2:8][CH2:7]2)[CH2:5][CH2:4][CH2:3]1.F[B-](F)(F)F.N1(OC(N(C)C)=[N+](C)C)C2C=CC=CC=2N=N1.[F:48][C:49]1([F:55])[CH2:54][CH2:53][NH:52][CH2:51][CH2:50]1.C(N(CC)C(C)C)(C)C. (2) Given the product [F:10][CH:11]([F:17])[C:12](=[O:13])[CH2:9][C:7]([CH:1]1[CH2:6][CH2:5][CH2:4][CH2:3][CH2:2]1)=[O:8], predict the reactants needed to synthesize it. The reactants are: [CH:1]1([C:7]([CH3:9])=[O:8])[CH2:6][CH2:5][CH2:4][CH2:3][CH2:2]1.[F:10][CH:11]([F:17])[C:12](OCC)=[O:13].C[O-].[Na+].Cl. (3) The reactants are: [CH3:1][C:2]1[CH:7]=[CH:6][C:5]([C:8](=[O:20])[NH:9][C:10]2[CH:15]=[CH:14][CH:13]=[C:12]([C:16]([F:19])([F:18])[F:17])[CH:11]=2)=[CH:4][C:3]=1[NH:21][C:22]([C:24]1[C:28]2[N:29]=[CH:30][N:31]=[C:32](S(C)=O)[C:27]=2[S:26][CH:25]=1)=[O:23].[O:36]1[CH2:41][CH2:40][N:39]([CH2:42][CH2:43][NH2:44])[CH2:38][CH2:37]1. Given the product [CH3:1][C:2]1[CH:7]=[CH:6][C:5]([C:8](=[O:20])[NH:9][C:10]2[CH:15]=[CH:14][CH:13]=[C:12]([C:16]([F:19])([F:18])[F:17])[CH:11]=2)=[CH:4][C:3]=1[NH:21][C:22]([C:24]1[C:28]2[N:29]=[CH:30][N:31]=[C:32]([NH:44][CH2:43][CH2:42][N:39]3[CH2:40][CH2:41][O:36][CH2:37][CH2:38]3)[C:27]=2[S:26][CH:25]=1)=[O:23], predict the reactants needed to synthesize it. (4) Given the product [C:21]([N:11]1[CH2:12][CH2:13][N:8]([CH2:1][C:2]2[CH:3]=[CH:4][CH:5]=[CH:6][CH:7]=2)[CH2:9][CH2:10]1)(=[O:23])[CH3:22], predict the reactants needed to synthesize it. The reactants are: [CH2:1]([N:8]1[CH2:13][CH2:12][NH:11][CH2:10][CH2:9]1)[C:2]1[CH:7]=[CH:6][CH:5]=[CH:4][CH:3]=1.C(N(CC)CC)C.[C:21](Cl)(=[O:23])[CH3:22].